Binary Classification. Given a drug SMILES string, predict its activity (active/inactive) in a high-throughput screening assay against a specified biological target. From a dataset of M1 muscarinic receptor antagonist screen with 61,756 compounds. (1) The result is 0 (inactive). The drug is Clc1c(Cc2nc(on2)CN2CCN(CC2)c2ccccc2)ccc(Cl)c1. (2) The compound is S1(=O)(=O)CC2S\C(SC2C1)=C(\C(=O)C)C(OCC)=O. The result is 0 (inactive). (3) The result is 0 (inactive). The molecule is O=C(Nc1c(cc(NC(=O)C(C)C)nc1)C)CCc1ccccc1. (4) The molecule is O=C(Nc1c(OC)ccc(OC)c1)CCN1CCN(CC1)c1ccccc1. The result is 0 (inactive). (5) The drug is o1c2c(c(NC(=O)c3occc3)c1C(=O)Nc1ccc(OC)cc1)cccc2. The result is 0 (inactive). (6) The compound is O(C(C(=O)NCc1ccc(OC)cc1)c1ncccc1)C(=O)C. The result is 0 (inactive). (7) The drug is S(=O)(=O)(NCCSc1ccc(cc1)C)c1cc2OCCOc2cc1. The result is 0 (inactive). (8) The drug is O(Cc1n(NC(=O)c2occc2)c(=O)c2c(n1)cccc2)c1c(cccc1)C. The result is 0 (inactive).